From a dataset of Full USPTO retrosynthesis dataset with 1.9M reactions from patents (1976-2016). Predict the reactants needed to synthesize the given product. (1) Given the product [Br:12][C:13]1[CH:14]=[CH:15][C:16]([CH2:19][C:20]([O:22][CH3:23])=[O:21])=[C:17]([C:6]#[C:5][Si:2]([CH3:4])([CH3:3])[CH3:1])[CH:18]=1, predict the reactants needed to synthesize it. The reactants are: [CH3:1][Si:2]([C:5]#[CH:6])([CH3:4])[CH3:3].C(N)CCC.[Br:12][C:13]1[CH:18]=[CH:17][C:16]([CH2:19][C:20]([O:22][CH3:23])=[O:21])=[C:15](I)[CH:14]=1. (2) Given the product [NH2:18][CH2:17][C:15]1[CH:14]=[CH:13][C:12]([Cl:29])=[C:11]([O:10][C:8]2[CH:7]=[C:4]([CH:3]=[C:2]([Cl:1])[CH:9]=2)[C:5]#[N:6])[CH:16]=1, predict the reactants needed to synthesize it. The reactants are: [Cl:1][C:2]1[CH:3]=[C:4]([CH:7]=[C:8]([O:10][C:11]2[CH:16]=[C:15]([CH2:17][N:18]3C(=O)C4C(=CC=CC=4)C3=O)[CH:14]=[CH:13][C:12]=2[Cl:29])[CH:9]=1)[C:5]#[N:6].O.NN. (3) Given the product [F:1][CH:2]([F:26])[O:3][C:4]1[C:5]([OH:22])=[C:6]([C:12]2[CH:20]=[CH:19][CH:18]=[C:17]3[C:13]=2[CH2:14][CH2:15][C:16]3=[O:21])[CH:7]=[CH:8][C:9]=1[O:10][CH3:11], predict the reactants needed to synthesize it. The reactants are: [F:1][CH:2]([F:26])[O:3][C:4]1[C:5]([O:22]COC)=[C:6]([C:12]2[CH:20]=[CH:19][CH:18]=[C:17]3[C:13]=2[CH2:14][CH2:15][C:16]3=[O:21])[CH:7]=[CH:8][C:9]=1[O:10][CH3:11].Cl. (4) Given the product [CH3:27][C:28]1[N:33]=[CH:32][C:31]([C:2]2[N:3]=[C:4]3[C:9](=[CH:10][CH:11]=2)[N:8]=[CH:7][C:6]2[CH:12]=[CH:13][C:14](=[O:26])[N:15]([C:16]4[CH:21]=[CH:20][CH:19]=[C:18]([C:22]([F:25])([F:24])[F:23])[CH:17]=4)[C:5]3=2)=[CH:30][CH:29]=1, predict the reactants needed to synthesize it. The reactants are: Cl[C:2]1[N:3]=[C:4]2[C:9](=[CH:10][CH:11]=1)[N:8]=[CH:7][C:6]1[CH:12]=[CH:13][C:14](=[O:26])[N:15]([C:16]3[CH:21]=[CH:20][CH:19]=[C:18]([C:22]([F:25])([F:24])[F:23])[CH:17]=3)[C:5]2=1.[CH3:27][C:28]1[N:33]=[CH:32][C:31](OB(O)O)=[CH:30][CH:29]=1.CC1(C)C(C)(C)OB(C2C=CC(N)=NC=2)O1. (5) Given the product [Br:2][C:3]1[CH:4]=[C:5]([CH:8]=[CH:9][CH:10]=1)[CH2:6][NH:7][C:20](=[O:21])[O:22][C:23]([CH3:26])([CH3:25])[CH3:24], predict the reactants needed to synthesize it. The reactants are: Cl.[Br:2][C:3]1[CH:4]=[C:5]([CH:8]=[CH:9][CH:10]=1)[CH2:6][NH2:7].C(N(CC)C(C)C)(C)C.[C:20](OC([O-])=O)([O:22][C:23]([CH3:26])([CH3:25])[CH3:24])=[O:21]. (6) Given the product [C:5]([O:8][CH:9]([CH2:19][CH:20]=[C:21]([CH3:29])[CH2:22][CH2:23][CH2:24][CH:25]([CH3:28])[CH:26]=[O:27])[C:10]([CH3:18])=[CH:11][C:12]1[N:13]=[C:14]([CH3:17])[S:15][CH:16]=1)(=[O:7])[CH3:6], predict the reactants needed to synthesize it. The reactants are: CS(C)=O.[C:5]([O:8][CH:9]([CH2:19][CH:20]=[C:21]([CH3:29])[CH2:22][CH2:23][CH2:24][CH:25]([CH3:28])[CH2:26][OH:27])[C:10]([CH3:18])=[CH:11][C:12]1[N:13]=[C:14]([CH3:17])[S:15][CH:16]=1)(=[O:7])[CH3:6].C(N(CC)CC)C.C(Cl)Cl. (7) The reactants are: C(OC(C1C(OC)=C(CC(B(O)O)NC(=O)CC2CCC(N(C(OC(C)(C)C)=O)[CH2:26][S:27]C)CC2)C=CC=1)=O)(C)(C)C.C(OC([N:49]([CH2:80][CH2:81]NS(C)(=O)=O)[CH:50]1[CH2:55][CH2:54][CH:53]([CH2:56][C:57]([NH:59][C@H:60]([B:77]([OH:79])[OH:78])[CH2:61][C:62]2[CH:67]=[CH:66][CH:65]=[C:64]([C:68]([O:70]C(C)(C)C)=[O:69])[C:63]=2OC)=[O:58])[CH2:52][CH2:51]1)=O)(C)(C)C. Given the product [OH:79][B:77]1[C@@H:60]([NH:59][C:57](=[O:58])[CH2:56][C@H:53]2[CH2:52][CH2:51][C@H:50]([NH:49][CH2:80][CH2:81][S:27][CH3:26])[CH2:55][CH2:54]2)[CH2:61][C:62]2[CH:67]=[CH:66][CH:65]=[C:64]([C:68]([OH:70])=[O:69])[C:63]=2[O:78]1, predict the reactants needed to synthesize it. (8) Given the product [Cl:1][C:2]1[N:3]=[CH:4][C:5]([C:6]([NH:15][C:14]2[C:16]([N+:21]([O-:23])=[O:22])=[CH:17][C:18]([O:19][CH3:20])=[C:12]([Br:11])[CH:13]=2)=[O:7])=[CH:9][CH:10]=1, predict the reactants needed to synthesize it. The reactants are: [Cl:1][C:2]1[CH:10]=[CH:9][C:5]([C:6](Cl)=[O:7])=[CH:4][N:3]=1.[Br:11][C:12]1[CH:13]=[C:14]([C:16]([N+:21]([O-:23])=[O:22])=[CH:17][C:18]=1[O:19][CH3:20])[NH2:15].